Dataset: Forward reaction prediction with 1.9M reactions from USPTO patents (1976-2016). Task: Predict the product of the given reaction. (1) Given the reactants [C:1]([O:5][C:6]([N:8]([CH2:10][C:11]([OH:13])=O)[CH3:9])=[O:7])([CH3:4])([CH3:3])[CH3:2].[N:14]1([C:20]2[C:25]([C:26]#[N:27])=[CH:24][CH:23]=[CH:22][N:21]=2)[CH2:19][CH2:18][NH:17][CH2:16][CH2:15]1.Cl.C(N=C=NCCCN(C)C)C.O.ON1C2C=CC=CC=2N=N1, predict the reaction product. The product is: [C:1]([O:5][C:6](=[O:7])[N:8]([CH2:10][C:11]([N:17]1[CH2:18][CH2:19][N:14]([C:20]2[C:25]([C:26]#[N:27])=[CH:24][CH:23]=[CH:22][N:21]=2)[CH2:15][CH2:16]1)=[O:13])[CH3:9])([CH3:2])([CH3:3])[CH3:4]. (2) Given the reactants [CH2:1]([O:3][C:4]1[CH:12]=[C:11]2[C:7]([CH:8]=[N:9][NH:10]2)=[CH:6][C:5]=1[NH:13][C:14]1[C:15]2[C:22]3[CH2:23][CH2:24][CH:25]([C:27]([OH:29])=O)[CH2:26][C:21]=3[S:20][C:16]=2[N:17]=[CH:18][N:19]=1)[CH3:2].[NH:30]1[CH2:35][CH2:34][CH2:33][CH2:32][CH2:31]1, predict the reaction product. The product is: [CH2:1]([O:3][C:4]1[CH:12]=[C:11]2[C:7]([CH:8]=[N:9][NH:10]2)=[CH:6][C:5]=1[NH:13][C:14]1[C:15]2[C:22]3[CH2:23][CH2:24][CH:25]([C:27]([N:30]4[CH2:35][CH2:34][CH2:33][CH2:32][CH2:31]4)=[O:29])[CH2:26][C:21]=3[S:20][C:16]=2[N:17]=[CH:18][N:19]=1)[CH3:2]. (3) Given the reactants [F:1][C:2]1[CH:7]=[C:6]([CH3:8])[C:5]([CH3:9])=[CH:4][C:3]=1N.S(=O)(=O)(O)O.N([O-])=O.[Na+].[I-:20].[K+], predict the reaction product. The product is: [F:1][C:2]1[CH:7]=[C:6]([CH3:8])[C:5]([CH3:9])=[CH:4][C:3]=1[I:20]. (4) Given the reactants [NH:1]1[CH:5]=[C:4]([C:6]([O:8][CH3:9])=[O:7])[N:3]=[CH:2]1.[CH3:10][C:11]([CH3:14])([O-:13])C.[Na+].Br[CH2:17][C:18]1[CH:23]=[CH:22][C:21]([C:24]2[S:25][C:26]3[C:31]([N:32]=2)=[CH:30][CH:29]=[C:28]([C:33]2([C:36]4[CH:41]=[CH:40][CH:39]=[CH:38][CH:37]=4)[CH2:35][CH2:34]2)[N:27]=3)=[C:20]([F:42])[CH:19]=1, predict the reaction product. The product is: [F:42][C:20]1[CH:19]=[C:18]([CH:23]=[CH:22][C:21]=1[C:24]1[S:25][C:26]2[C:31]([N:32]=1)=[CH:30][CH:29]=[C:28]([C:33]1([C:36]3[CH:41]=[CH:40][CH:39]=[CH:38][CH:37]=3)[CH2:35][CH2:34]1)[N:27]=2)[CH2:17][N:1]1[CH:5]=[C:4]([C:6]([O:8][CH2:9][CH3:10])=[O:7])[N:3]=[CH:2]1.[F:42][C:20]1[CH:19]=[C:18]([CH:23]=[CH:22][C:21]=1[C:24]1[S:25][C:26]2[C:31]([N:32]=1)=[CH:30][CH:29]=[C:28]([C:33]1([C:36]3[CH:37]=[CH:38][CH:39]=[CH:40][CH:41]=3)[CH2:35][CH2:34]1)[N:27]=2)[CH2:17][N:3]1[C:4]([C:6]([O:13][CH2:11][CH3:14])=[O:7])=[CH:5][N:1]=[CH:2]1. (5) Given the reactants Cl.[F:2][C:3]1[CH:8]=[CH:7][C:6]([F:9])=[CH:5][C:4]=1[C@H:10]1[CH2:14][CH2:13][CH2:12][N:11]1[C:15]1[CH:20]=[CH:19][N:18]2[N:21]=[CH:22][C:23]([C:24]([N:26]3[CH2:31][CH2:30][N:29](C(OC(C)(C)C)=O)[CH:28]([CH2:39][OH:40])[CH2:27]3)=[O:25])=[C:17]2[CH:16]=1, predict the reaction product. The product is: [F:2][C:3]1[CH:8]=[CH:7][C:6]([F:9])=[CH:5][C:4]=1[C@H:10]1[CH2:14][CH2:13][CH2:12][N:11]1[C:15]1[CH:20]=[CH:19][N:18]2[N:21]=[CH:22][C:23]([C:24]([N:26]3[CH2:31][CH2:30][NH:29][CH:28]([CH2:39][OH:40])[CH2:27]3)=[O:25])=[C:17]2[CH:16]=1. (6) Given the reactants S([O-])([O-])=O.[Na+].[Na+].[NH2:7][C:8]1[N:13]=[C:12]([NH2:14])[C:11]([O:15][C:16]2[C:17]([CH:28]([CH3:30])[CH3:29])=[CH:18][C:19]([O:26][CH3:27])=[C:20]([S:22](Cl)(=[O:24])=[O:23])[CH:21]=2)=[CH:10][N:9]=1.C(=O)(O)[O-].[Na+].[CH2:36](I)[CH3:37], predict the reaction product. The product is: [CH2:36]([S:22]([C:20]1[C:19]([O:26][CH3:27])=[CH:18][C:17]([CH:28]([CH3:30])[CH3:29])=[C:16]([CH:21]=1)[O:15][C:11]1[C:12]([NH2:14])=[N:13][C:8]([NH2:7])=[N:9][CH:10]=1)(=[O:24])=[O:23])[CH3:37]. (7) Given the reactants [NH:1]1[C:5]2[CH:6]=[CH:7][CH:8]=[CH:9][C:4]=2[N:3]=[C:2]1[CH2:10][N:11]([CH3:22])[CH:12]1[C:21]2[N:20]=[CH:19][CH:18]=[CH:17][C:16]=2[CH2:15][CH2:14][CH2:13]1.Cl.Cl[CH2:25][C:26]1[CH:31]=[CH:30][N:29]=[CH:28][CH:27]=1.CN(CC1N(CC2C=NC=CC=2)C2C=CC=CC=2N=1)C1C2N=CC=CC=2CCC1, predict the reaction product. The product is: [CH3:22][N:11]([CH2:10][C:2]1[N:3]([CH2:25][C:26]2[CH:31]=[CH:30][N:29]=[CH:28][CH:27]=2)[C:4]2[CH:9]=[CH:8][CH:7]=[CH:6][C:5]=2[N:1]=1)[CH:12]1[C:21]2[N:20]=[CH:19][CH:18]=[CH:17][C:16]=2[CH2:15][CH2:14][CH2:13]1.